Dataset: Full USPTO retrosynthesis dataset with 1.9M reactions from patents (1976-2016). Task: Predict the reactants needed to synthesize the given product. (1) Given the product [CH3:15][C:12]1([CH3:16])[CH2:11][CH2:10][N:9]([C:6]2[CH:7]=[N:8][C:3]([OH:2])=[CH:4][CH:5]=2)[CH2:14][CH2:13]1, predict the reactants needed to synthesize it. The reactants are: C[O:2][C:3]1[N:8]=[CH:7][C:6]([N:9]2[CH2:14][CH2:13][C:12]([CH3:16])([CH3:15])[CH2:11][CH2:10]2)=[CH:5][CH:4]=1.Cl.N1C=CC=CC=1.[OH-].[Na+]. (2) Given the product [C:1]([NH:4][CH2:5][CH2:6][C:7]1[O:8][C:9]2[C:15]([CH2:16][O:17][C:18]3[CH:23]=[CH:22][C:21]([CH2:24][CH2:25][C:26]([OH:28])=[O:27])=[C:20]([CH3:31])[C:19]=3[CH3:32])=[CH:14][C:13]([F:33])=[CH:12][C:10]=2[CH:11]=1)(=[O:3])[CH3:2], predict the reactants needed to synthesize it. The reactants are: [C:1]([NH:4][CH2:5][CH2:6][C:7]1[O:8][C:9]2[C:15]([CH2:16][O:17][C:18]3[CH:23]=[CH:22][C:21]([CH2:24][CH2:25][C:26]([O:28]CC)=[O:27])=[C:20]([CH3:31])[C:19]=3[CH3:32])=[CH:14][C:13]([F:33])=[CH:12][C:10]=2[CH:11]=1)(=[O:3])[CH3:2].[Li+].[OH-]. (3) Given the product [CH2:1]([O:3][C:4](=[O:17])[CH2:5][CH:6]1[CH2:7][N:8]([C:10]([CH:28]2[CH2:30][CH2:29]2)=[O:12])[CH2:9]1)[CH3:2], predict the reactants needed to synthesize it. The reactants are: [CH2:1]([O:3][C:4](=[O:17])[CH2:5][CH:6]1[CH2:9][N:8]([C:10]([O:12]C(C)(C)C)=O)[CH2:7]1)[CH3:2].O1CCOCC1.C(N(CC)[CH:28]([CH3:30])[CH3:29])(C)C.C1(C(Cl)=O)CC1. (4) Given the product [CH3:17][N:2]([CH3:1])[CH2:3][CH2:4][CH2:5][N:6]([CH3:16])[C:7]1[CH:8]=[CH:9][C:10]([NH2:13])=[CH:11][CH:12]=1, predict the reactants needed to synthesize it. The reactants are: [CH3:1][N:2]([CH3:17])[CH2:3][CH2:4][CH2:5][N:6]([CH3:16])[C:7]1[CH:12]=[CH:11][C:10]([N+:13]([O-])=O)=[CH:9][CH:8]=1.C(O)(C(F)(F)F)=O. (5) Given the product [Br:1][C:2]1[CH:3]=[C:4]2[C:12](=[CH:13][CH:14]=1)[NH:11][C:10]1[CH:9]([NH:15][C:16](=[O:23])[C:17]3[CH:22]=[CH:21][CH:20]=[CH:19][CH:18]=3)[CH2:8][CH2:7][CH2:6][C:5]2=1, predict the reactants needed to synthesize it. The reactants are: [Br:1][C:2]1[CH:3]=[C:4]2[C:12](=[CH:13][CH:14]=1)[NH:11][C:10]1[CH:9]([NH2:15])[CH2:8][CH2:7][CH2:6][C:5]2=1.[C:16](Cl)(=[O:23])[C:17]1[CH:22]=[CH:21][CH:20]=[CH:19][CH:18]=1.C(N(C(C)C)CC)(C)C. (6) The reactants are: [CH3:1][N:2]([CH2:4][C:5]1[C:9]2[CH:10]=[CH:11][CH:12]=[N:13][C:8]=2[NH:7][CH:6]=1)[CH3:3].[H-].[Na+].[C:16]([O:20][C:21](O[C:21]([O:20][C:16]([CH3:19])([CH3:18])[CH3:17])=[O:22])=[O:22])([CH3:19])([CH3:18])[CH3:17].O. Given the product [C:16]([O:20][C:21]([N:7]1[C:8]2=[N:13][CH:12]=[CH:11][CH:10]=[C:9]2[C:5]([CH2:4][N:2]([CH3:1])[CH3:3])=[CH:6]1)=[O:22])([CH3:19])([CH3:18])[CH3:17], predict the reactants needed to synthesize it. (7) Given the product [CH3:1][O:2][C:3]1[CH:12]=[C:11]2[C:6]([CH:7]=[CH:8][N:9]=[CH:10]2)=[CH:5][C:4]=1[C:13]#[N+:14][O-:17], predict the reactants needed to synthesize it. The reactants are: [CH3:1][O:2][C:3]1[CH:12]=[C:11]2[C:6]([CH:7]=[CH:8][N:9]=[CH:10]2)=[CH:5][C:4]=1[C:13]#[N:14].C(OO)(=[O:17])C.